From a dataset of TCR-epitope binding with 47,182 pairs between 192 epitopes and 23,139 TCRs. Binary Classification. Given a T-cell receptor sequence (or CDR3 region) and an epitope sequence, predict whether binding occurs between them. (1) The epitope is LPPAYTNSF. The TCR CDR3 sequence is CASSVRGNEQFF. Result: 0 (the TCR does not bind to the epitope). (2) The epitope is SEVGPEHSLAEY. The TCR CDR3 sequence is CASSLDANSPLHF. Result: 1 (the TCR binds to the epitope). (3) The epitope is FVRATATIPI. The TCR CDR3 sequence is CASSKLDRATGNQPQHF. Result: 1 (the TCR binds to the epitope). (4) The epitope is FLKEKGGL. The TCR CDR3 sequence is CASSQELPLAGGTDTQYF. Result: 0 (the TCR does not bind to the epitope). (5) The epitope is NLDSKVGGNY. The TCR CDR3 sequence is CASSLRTSGGVDTQYF. Result: 0 (the TCR does not bind to the epitope).